Dataset: Reaction yield outcomes from USPTO patents with 853,638 reactions. Task: Predict the reaction yield, written as a fraction of the theoretical maximum amount of product (1.0 means a 100% yield; for example, 0.34 means a 34% yield). The reactants are [C:1]([C:3]1[CH:4]=[CH:5][C:6]([F:35])=[C:7]2[C:11]=1[N:10]([S:12]([C:15]1[CH:21]=[CH:20][C:18]([CH3:19])=[CH:17][CH:16]=1)(=[O:14])=[O:13])[C:9]([C:22]1[CH2:27][CH2:26][N:25](C(OC(C)(C)C)=O)[CH2:24][CH:23]=1)=[CH:8]2)#[N:2].[CH3:36][S:37](Cl)(=[O:39])=[O:38].O. The catalyst is C(Cl)Cl. The product is [F:35][C:6]1[CH:5]=[CH:4][C:3]([C:1]#[N:2])=[C:11]2[C:7]=1[CH:8]=[C:9]([C:22]1[CH2:27][CH2:26][N:25]([S:37]([CH3:36])(=[O:39])=[O:38])[CH2:24][CH:23]=1)[N:10]2[S:12]([C:15]1[CH:21]=[CH:20][C:18]([CH3:19])=[CH:17][CH:16]=1)(=[O:14])=[O:13]. The yield is 0.630.